Dataset: Catalyst prediction with 721,799 reactions and 888 catalyst types from USPTO. Task: Predict which catalyst facilitates the given reaction. (1) The catalyst class is: 18. Reactant: Cl.Cl.[NH:3]1[C:11]2[C:6](=[CH:7][C:8]([C:12]3[C:20]4[C:15](=[N:16][CH:17]=[N:18][C:19]=4[NH2:21])[N:14]([CH3:22])[N:13]=3)=[CH:9][CH:10]=2)[CH2:5][CH2:4]1.[F:23][C:24]1[C:29]([F:30])=[CH:28][CH:27]=[CH:26][C:25]=1[CH2:31][C:32](O)=[O:33].CN(C(ON1N=NC2C=CC=NC1=2)=[N+](C)C)C.F[P-](F)(F)(F)(F)F.CCN(C(C)C)C(C)C. Product: [F:23][C:24]1[C:29]([F:30])=[CH:28][CH:27]=[CH:26][C:25]=1[CH2:31][C:32]([N:3]1[C:11]2[C:6](=[CH:7][C:8]([C:12]3[C:20]4[C:15](=[N:16][CH:17]=[N:18][C:19]=4[NH2:21])[N:14]([CH3:22])[N:13]=3)=[CH:9][CH:10]=2)[CH2:5][CH2:4]1)=[O:33]. (2) Reactant: [F:1][C:2]1[C:3]([C:8]2([CH2:12][NH:13][C:14]3[N:19]=[N:18][C:17]([C:20]#[N:21])=[CH:16][CH:15]=3)[CH2:11][CH2:10][CH2:9]2)=[N:4][CH:5]=[CH:6][CH:7]=1.[C:22](O[C:22]([O:24][C:25]([CH3:28])([CH3:27])[CH3:26])=[O:23])([O:24][C:25]([CH3:28])([CH3:27])[CH3:26])=[O:23]. Product: [C:20]([C:17]1[N:18]=[N:19][C:14]([N:13]([CH2:12][C:8]2([C:3]3[C:2]([F:1])=[CH:7][CH:6]=[CH:5][N:4]=3)[CH2:9][CH2:10][CH2:11]2)[C:22](=[O:23])[O:24][C:25]([CH3:28])([CH3:27])[CH3:26])=[CH:15][CH:16]=1)#[N:21]. The catalyst class is: 230. (3) Reactant: [CH3:1][C:2]1[N:6]([C:7]2[CH:12]=[CH:11][CH:10]=[CH:9][CH:8]=2)[C:5]([C:13]2[CH:18]=[CH:17][CH:16]=[CH:15][CH:14]=2)=[C:4]([C:19]([N:21]2[CH2:26][CH2:25][NH:24][CH2:23][C@H:22]2[CH2:27][OH:28])=[O:20])[CH:3]=1.[OH-].[Na+].[C:31](O[C:31]([O:33][C:34]([CH3:37])([CH3:36])[CH3:35])=[O:32])([O:33][C:34]([CH3:37])([CH3:36])[CH3:35])=[O:32].O. Product: [OH:28][CH2:27][C@H:22]1[N:21]([C:19]([C:4]2[CH:3]=[C:2]([CH3:1])[N:6]([C:7]3[CH:12]=[CH:11][CH:10]=[CH:9][CH:8]=3)[C:5]=2[C:13]2[CH:18]=[CH:17][CH:16]=[CH:15][CH:14]=2)=[O:20])[CH2:26][CH2:25][N:24]([C:31]([O:33][C:34]([CH3:37])([CH3:36])[CH3:35])=[O:32])[CH2:23]1. The catalyst class is: 12. (4) Reactant: [CH3:1][CH:2]1[CH2:7][CH2:6][CH2:5][CH:4]([CH3:8])[N:3]1[CH2:9][CH2:10][NH2:11].Cl[C:13]1[N:14]=[N+:15]([O-:24])[C:16]2[C:22]([CH3:23])=[CH:21][CH:20]=[CH:19][C:17]=2[N:18]=1. Product: [CH3:1][CH:2]1[CH2:7][CH2:6][CH2:5][CH:4]([CH3:8])[N:3]1[CH2:9][CH2:10][NH:11][C:13]1[N:14]=[N+:15]([O-:24])[C:16]2[C:22]([CH3:23])=[CH:21][CH:20]=[CH:19][C:17]=2[N:18]=1. The catalyst class is: 57. (5) Reactant: [F:1][C:2]([C:11]1[N:16]=[CH:15][N:14]=[C:13]([C:17](=[N:19][OH:20])[NH2:18])[CH:12]=1)([F:10])[C:3]([F:9])([F:8])[C:4]([F:7])([F:6])[F:5].[C:21](N1C=CN=C1)(N1C=CN=C1)=[O:22].N12CCCN=C1CCCCC2.Cl. Product: [F:10][C:2]([C:11]1[N:16]=[CH:15][N:14]=[C:13]([C:17]2[NH:19][O:20][C:21](=[O:22])[N:18]=2)[CH:12]=1)([F:1])[C:3]([F:9])([F:8])[C:4]([F:7])([F:6])[F:5]. The catalyst class is: 132. (6) Reactant: [Br:1][C:2]1[CH:3]=[C:4]([CH:9]=[CH:10][C:11]=1[CH:12]=[CH2:13])[C:5](OC)=[O:6].CC(C[AlH]CC(C)C)C.[C@H](O)(C([O-])=O)[C@@H](O)C([O-])=O.[Na+].[K+]. Product: [Br:1][C:2]1[CH:3]=[C:4]([CH2:5][OH:6])[CH:9]=[CH:10][C:11]=1[CH:12]=[CH2:13]. The catalyst class is: 2. (7) Reactant: [C:1]([O:5][C:6]([N:8]1[CH2:13][CH2:12][N:11]([C:14]2[CH:19]=[CH:18][C:17]([C:20]#[N:21])=[CH:16][N:15]=2)[CH2:10][CH2:9]1)=[O:7])([CH3:4])([CH3:3])[CH3:2].[CH3:22][Mg]Br.[Cl-].[NH4+]. Product: [NH2:21][CH:20]([C:17]1[CH:18]=[CH:19][C:14]([N:11]2[CH2:12][CH2:13][N:8]([C:6]([O:5][C:1]([CH3:4])([CH3:2])[CH3:3])=[O:7])[CH2:9][CH2:10]2)=[N:15][CH:16]=1)[CH3:22]. The catalyst class is: 7. (8) Reactant: N.C([N:9]1[CH:17]=[N:16][C:15]2[C:10]1=[N:11][C:12]([N:26]1[C:30]([CH3:31])=[CH:29][C:28]([CH3:32])=[N:27]1)=[N:13][C:14]=2[NH:18][C:19]1[CH:24]=[CH:23][C:22](Cl)=[CH:21][CH:20]=1)C1C=CC=CC=1.C(N1C2C(=NC(N3C(C)=CC(C)=N3)=NC=2NC2C=CC(Cl)=CC=2)N=C1)C1C=CC=CC=1.[Na].[Cl-].[NH4+].Cl. Product: [CH3:32][C:28]1[CH:29]=[C:30]([CH3:31])[N:26]([C:12]2[N:11]=[C:10]3[C:15]([N:16]=[CH:17][NH:9]3)=[C:14]([NH:18][C:19]3[CH:24]=[CH:23][CH:22]=[CH:21][CH:20]=3)[N:13]=2)[N:27]=1. The catalyst class is: 6.